From a dataset of Forward reaction prediction with 1.9M reactions from USPTO patents (1976-2016). Predict the product of the given reaction. (1) Given the reactants [N+:1]([C:4]1[CH:5]=[CH:6][C:7]2[CH2:10][CH:9]([C:11]([O:13][CH3:14])=[O:12])[C:8]=2[CH:15]=1)([O-])=O, predict the reaction product. The product is: [NH2:1][C:4]1[CH:5]=[CH:6][C:7]2[CH2:10][CH:9]([C:11]([O:13][CH3:14])=[O:12])[C:8]=2[CH:15]=1. (2) The product is: [CH3:1][C:2]1[CH:7]=[C:6]([C:8]2[S:12][N:11]=[C:10]([C:13]([F:16])([F:15])[F:14])[N:9]=2)[CH:5]=[CH:4][C:3]=1[O:17][CH2:19][CH2:20][CH2:21][O:22][C:23]1[CH:24]=[C:25]2[C:29](=[CH:30][CH:31]=1)[C@H:28]([C@H:32]([CH3:37])[C:33]([O:35][CH3:36])=[O:34])[CH2:27][CH2:26]2. Given the reactants [CH3:1][C:2]1[CH:7]=[C:6]([C:8]2[S:12][N:11]=[C:10]([C:13]([F:16])([F:15])[F:14])[N:9]=2)[CH:5]=[CH:4][C:3]=1[OH:17].Br[CH2:19][CH2:20][CH2:21][O:22][C:23]1[CH:24]=[C:25]2[C:29](=[CH:30][CH:31]=1)[C@H:28]([C@H:32]([CH3:37])[C:33]([O:35][CH3:36])=[O:34])[CH2:27][CH2:26]2.C([O-])([O-])=O.[Cs+].[Cs+], predict the reaction product. (3) Given the reactants [CH2:1]([O:8][C:9]1[CH:10]=[C:11]2[C:15](=[CH:16][CH:17]=1)[NH:14][CH:13]=[CH:12]2)[C:2]1[CH:7]=[CH:6][CH:5]=[CH:4][CH:3]=1.[Cl-].[CH:19](=[N+:26]1[CH2:31][CH2:30][CH2:29][CH2:28][CH2:27]1)[C:20]1[CH:25]=[CH:24][CH:23]=[CH:22][CH:21]=1, predict the reaction product. The product is: [CH2:1]([O:8][C:9]1[CH:10]=[C:11]2[C:15](=[CH:16][CH:17]=1)[NH:14][CH:13]=[C:12]2[CH:19]([C:20]1[CH:25]=[CH:24][CH:23]=[CH:22][CH:21]=1)[N:26]1[CH2:27][CH2:28][CH2:29][CH2:30][CH2:31]1)[C:2]1[CH:3]=[CH:4][CH:5]=[CH:6][CH:7]=1. (4) Given the reactants Cl[C:2]1[CH:7]=[C:6]([C:8]2[S:9][CH:10]=[C:11]([C:13]3[C:18](=[O:19])[NH:17][C:16]([CH3:20])=[C:15]([C:21](OCC)=[O:22])[CH:14]=3)[N:12]=2)[CH:5]=[CH:4][N:3]=1.[CH:26]1([CH2:29][NH2:30])[CH2:28][CH2:27]1.Cl, predict the reaction product. The product is: [CH:26]1([CH2:29][NH:30][C:21]([C:15]2[CH:14]=[C:13]([C:11]3[N:12]=[C:8]([C:6]4[CH:5]=[CH:4][N:3]=[C:2]([NH:30][CH2:29][CH:26]5[CH2:28][CH2:27]5)[CH:7]=4)[S:9][CH:10]=3)[C:18](=[O:19])[NH:17][C:16]=2[CH3:20])=[O:22])[CH2:28][CH2:27]1. (5) Given the reactants [H-].[Na+].[CH:3]1([N:9]2[C:13]([CH:14]3[CH2:18][CH2:17][CH2:16][O:15]3)=[C:12]([C:19]([O:21]CC)=O)[CH:11]=[N:10]2)[CH2:8][CH2:7][CH2:6][CH2:5][CH2:4]1.O[N:25]=[C:26]([C:28]1[CH:33]=[CH:32][C:31]([CH2:34][OH:35])=[CH:30][CH:29]=1)[NH2:27].O, predict the reaction product. The product is: [CH:3]1([N:9]2[C:13]([CH:14]3[CH2:18][CH2:17][CH2:16][O:15]3)=[C:12]([C:19]3[O:21][N:27]=[C:26]([C:28]4[CH:33]=[CH:32][C:31]([CH2:34][OH:35])=[CH:30][CH:29]=4)[N:25]=3)[CH:11]=[N:10]2)[CH2:4][CH2:5][CH2:6][CH2:7][CH2:8]1. (6) Given the reactants [CH:1]([C:4]1[CH:9]=[CH:8][CH:7]=[CH:6][C:5]=1[NH:10][C:11]1[CH:12]=[C:13]([C:20]2[CH:25]=[CH:24][CH:23]=[CH:22][CH:21]=2)[CH:14]=[CH:15][C:16]=1[N+:17]([O-])=O)([CH3:3])[CH3:2].C(O)(=O)C, predict the reaction product. The product is: [CH:1]([C:4]1[CH:9]=[CH:8][CH:7]=[CH:6][C:5]=1[NH:10][C:11]1[CH:12]=[C:13]([C:20]2[CH:25]=[CH:24][CH:23]=[CH:22][CH:21]=2)[CH:14]=[CH:15][C:16]=1[NH2:17])([CH3:3])[CH3:2].